Predict the reaction yield, written as a fraction of the theoretical maximum amount of product (1.0 means a 100% yield; for example, 0.34 means a 34% yield). From a dataset of Reaction yield outcomes from USPTO patents with 853,638 reactions. The reactants are OC[C:3]1[CH:4]=[N:5][CH:6]=[CH:7][C:8]=1[C:9]1[CH:14]=[CH:13][C:12]([NH:15]C(=O)OC(C)(C)C)=[CH:11][C:10]=1[O:23][CH3:24].O.Br. The product is [CH:7]1[CH:6]=[N:5][CH:4]=[C:3]2[CH2:24][O:23][C:10]3[CH:11]=[C:12]([NH2:15])[CH:13]=[CH:14][C:9]=3[C:8]=12. The yield is 0.660. No catalyst specified.